From a dataset of Forward reaction prediction with 1.9M reactions from USPTO patents (1976-2016). Predict the product of the given reaction. (1) Given the reactants C(OC([N:11]1[CH2:16][CH2:15][C@H:14]([NH:17][C:18]([O:20][C:21]([CH3:24])([CH3:23])[CH3:22])=[O:19])[CH2:13][C@@H:12]1[C:25]1[CH:30]=[CH:29][C:28]([F:31])=[CH:27][C:26]=1[CH3:32])=O)C1C=CC=CC=1, predict the reaction product. The product is: [F:31][C:28]1[CH:29]=[CH:30][C:25]([C@H:12]2[CH2:13][C@@H:14]([NH:17][C:18]([O:20][C:21]([CH3:23])([CH3:22])[CH3:24])=[O:19])[CH2:15][CH2:16][NH:11]2)=[C:26]([CH3:32])[CH:27]=1. (2) The product is: [NH2:4][C:67](=[O:68])[C@@H:65]([N:64]([CH3:70])[C:62](=[O:63])[C:58]1[CH:59]=[CH:60][CH:61]=[C:56]([N:50]2[C:51]3[C:47](=[C:46]([NH:45][CH2:44][C:43]([OH:75])([C:71]([F:74])([F:73])[F:72])[CH2:42][C:41]([C:39]4[CH:40]=[C:35]([F:34])[CH:36]=[CH:37][C:38]=4[O:78][CH3:79])([CH3:77])[CH3:76])[CH:54]=[C:53]([CH3:55])[CH:52]=3)[CH:48]=[N:49]2)[CH:57]=1)[CH3:66]. Given the reactants C([N:4](CC)C(C)C)(C)C.CN(C(ON1N=NC2C=CC=NC1=2)=[N+](C)C)C.F[P-](F)(F)(F)(F)F.[F:34][C:35]1[CH:36]=[CH:37][C:38]([O:78][CH3:79])=[C:39]([C:41]([CH3:77])([CH3:76])[CH2:42][C:43]([OH:75])([C:71]([F:74])([F:73])[F:72])[CH2:44][NH:45][C:46]2[CH:54]=[C:53]([CH3:55])[CH:52]=[C:51]3[C:47]=2[CH:48]=[N:49][N:50]3[C:56]2[CH:57]=[C:58]([C:62]([N:64]([CH3:70])[C@H:65]([C:67](O)=[O:68])[CH3:66])=[O:63])[CH:59]=[CH:60][CH:61]=2)[CH:40]=1.N.O1CCOCC1, predict the reaction product. (3) The product is: [CH2:23]([N:5]1[CH:6]=[CH:2][C:3](=[O:32])[NH:4]1)[CH2:24][CH3:25]. Given the reactants Cl[C:2]1[C:3](=[O:32])[N:4](C2C=CC=CC=2)[N:5]([CH2:23][CH2:24][CH3:25])[C:6]=1CN1CCN(C2C=C(Cl)C=CC=2OC)CC1.BrCC1N(CCC)N(C2C=CC=CC=2)C(=O)C=1Cl.ClC1C=CC(OC)=C(N2CCNCC2)C=1.C([O-])([O-])=O.[K+].[K+], predict the reaction product. (4) Given the reactants [CH2:1]([S:3]([C:6]1[CH:7]=[CH:8][C:9]2[O:14][CH2:13][C:12](=[O:15])[N:11]([CH2:16][CH2:17][N:18]3[CH2:23][CH2:22][CH:21]([NH:24]C(=O)OC(C)(C)C)[CH2:20][CH2:19]3)[C:10]=2[CH:32]=1)(=[O:5])=[O:4])C.NC1CCN(CCN2C3C(=CC=C(C#N)C=3)C=CC2=O)CC1, predict the reaction product. The product is: [NH2:24][CH:21]1[CH2:22][CH2:23][N:18]([CH2:17][CH2:16][N:11]2[C:10]3[CH:32]=[C:6]([S:3]([CH3:1])(=[O:5])=[O:4])[CH:7]=[CH:8][C:9]=3[O:14][CH2:13][C:12]2=[O:15])[CH2:19][CH2:20]1. (5) The product is: [Cl:21][C:8]1[CH:9]=[C:10]([NH:13][S:14]([C:17]([F:20])([F:19])[F:18])(=[O:16])=[O:15])[CH:11]=[CH:12][C:7]=1[C:5]1[N:6]=[C:2]([C:25]2[CH:26]=[CH:27][CH:28]=[CH:29][C:24]=2[CH2:23][OH:34])[S:3][CH:4]=1. Given the reactants Br[C:2]1[S:3][CH:4]=[C:5]([C:7]2[CH:12]=[CH:11][C:10]([NH:13][S:14]([C:17]([F:20])([F:19])[F:18])(=[O:16])=[O:15])=[CH:9][C:8]=2[Cl:21])[N:6]=1.Br[CH2:23][C:24]1[CH:29]=[CH:28][CH:27]=[CH:26][C:25]=1B(O)O.C(=O)([O-])[O-:34].[Na+].[Na+].CN(C)C=O, predict the reaction product. (6) Given the reactants [CH2:1]([C:3]1[S:28][C:6]2[N:7]([CH2:13][C:14]3[CH:19]=[CH:18][C:17]([C:20]4[C:21]([C:26]#[N:27])=[CH:22][CH:23]=[CH:24][CH:25]=4)=[CH:16][CH:15]=3)[C:8](=[O:12])[NH:9][C:10](=[O:11])[C:5]=2[CH:4]=1)[CH3:2].Br[CH2:30][C:31]([C:33]1[CH:42]=[CH:41][C:40]2[C:35](=[CH:36][CH:37]=[CH:38][CH:39]=2)[CH:34]=1)=[O:32].CN(C)C=O.[H-].[Na+], predict the reaction product. The product is: [CH2:1]([C:3]1[S:28][C:6]2[N:7]([CH2:13][C:14]3[CH:19]=[CH:18][C:17]([C:20]4[C:21]([C:26]#[N:27])=[CH:22][CH:23]=[CH:24][CH:25]=4)=[CH:16][CH:15]=3)[C:8](=[O:12])[N:9]([CH2:30][C:31]([C:33]3[CH:42]=[CH:41][C:40]4[C:35](=[CH:36][CH:37]=[CH:38][CH:39]=4)[CH:34]=3)=[O:32])[C:10](=[O:11])[C:5]=2[CH:4]=1)[CH3:2]. (7) Given the reactants [OH:1][C:2]1[CH:3]=[C:4]([CH2:8][C:9]([O:11][CH3:12])=[O:10])[CH:5]=[CH:6][CH:7]=1.[C:13]([N:20]1[CH2:25][CH2:24][CH:23]([CH:26](O)[CH2:27][CH3:28])[CH2:22][CH2:21]1)([O:15][C:16]([CH3:19])([CH3:18])[CH3:17])=[O:14].C1(P(C2C=CC=CC=2)C2C=CC=CC=2)C=CC=CC=1.N(C(OC(C)C)=O)=NC(OC(C)C)=O, predict the reaction product. The product is: [C:13]([N:20]1[CH2:21][CH2:22][CH:23]([CH2:26][CH2:27][CH2:28][O:1][C:2]2[CH:3]=[C:4]([CH2:8][C:9]([O:11][CH3:12])=[O:10])[CH:5]=[CH:6][CH:7]=2)[CH2:24][CH2:25]1)([O:15][C:16]([CH3:19])([CH3:18])[CH3:17])=[O:14].